The task is: Regression. Given two drug SMILES strings and cell line genomic features, predict the synergy score measuring deviation from expected non-interaction effect.. This data is from NCI-60 drug combinations with 297,098 pairs across 59 cell lines. Drug 1: CC1CCC2CC(C(=CC=CC=CC(CC(C(=O)C(C(C(=CC(C(=O)CC(OC(=O)C3CCCCN3C(=O)C(=O)C1(O2)O)C(C)CC4CCC(C(C4)OC)O)C)C)O)OC)C)C)C)OC. Drug 2: CCC1(C2=C(COC1=O)C(=O)N3CC4=CC5=C(C=CC(=C5CN(C)C)O)N=C4C3=C2)O.Cl. Cell line: PC-3. Synergy scores: CSS=32.3, Synergy_ZIP=-0.613, Synergy_Bliss=3.30, Synergy_Loewe=1.28, Synergy_HSA=7.50.